This data is from Full USPTO retrosynthesis dataset with 1.9M reactions from patents (1976-2016). The task is: Predict the reactants needed to synthesize the given product. (1) The reactants are: [CH3:1][N:2]1[CH2:15][C:14]([CH3:17])([CH3:16])[C:5]2[NH:6][C:7]3[CH:8]=[CH:9][C:10]([CH3:13])=[CH:11][C:12]=3[C:4]=2[CH2:3]1.[H-].[Na+].[O:20]1[CH2:22][CH:21]1[C:23]1[CH:28]=[CH:27][N:26]=[CH:25][CH:24]=1. Given the product [N:26]1[CH:27]=[CH:28][C:23]([CH:21]([OH:20])[CH2:22][N:6]2[C:7]3[CH:8]=[CH:9][C:10]([CH3:13])=[CH:11][C:12]=3[C:4]3[CH2:3][N:2]([CH3:1])[CH2:15][C:14]([CH3:17])([CH3:16])[C:5]2=3)=[CH:24][CH:25]=1, predict the reactants needed to synthesize it. (2) Given the product [N:10]1[C:9]([N:12]2[C:21]3[C:16](=[CH:17][CH:18]=[CH:19][CH:20]=3)[CH2:15][CH2:14][CH2:13]2)=[N:8][N:4]2[C:5]([N:12]3[C:21]4[C:16](=[CH:17][CH:18]=[CH:19][CH:20]=4)[CH2:15][CH2:14][CH2:13]3)=[CH:6][CH:7]=[CH:2][C:3]=12, predict the reactants needed to synthesize it. The reactants are: Br[C:2]1[C:3]2[N:4]([N:8]=[C:9](Cl)[N:10]=2)[CH:5]=[CH:6][CH:7]=1.[NH:12]1[C:21]2[C:16](=[CH:17][CH:18]=[CH:19][CH:20]=2)[CH2:15][CH2:14][CH2:13]1. (3) Given the product [CH2:35]([O:42][C:43]1[CH:48]=[CH:47][C:46]([C:49]2[C:53]([C:54]3[CH:59]=[CH:58][N:57]=[CH:56][CH:55]=3)=[CH:52][N:51]([CH2:12][C:13]([F:16])([F:15])[F:14])[N:50]=2)=[C:45]([F:60])[CH:44]=1)[C:36]1[CH:41]=[CH:40][CH:39]=[CH:38][CH:37]=1, predict the reactants needed to synthesize it. The reactants are: N1C=CC(C2C(C3C=CC(OCC4C=CC5C(=CC=CC=5)N=4)=CC=3)=NN([CH2:12][C:13]([F:16])([F:15])[F:14])C=2)=CC=1.[CH2:35]([O:42][C:43]1[CH:48]=[CH:47][C:46]([C:49]2[C:53]([C:54]3[CH:59]=[CH:58][N:57]=[CH:56][CH:55]=3)=[CH:52][NH:51][N:50]=2)=[C:45]([F:60])[CH:44]=1)[C:36]1[CH:41]=[CH:40][CH:39]=[CH:38][CH:37]=1. (4) Given the product [CH2:21]([O:20][C:18]([C:13]1[N:14]([CH2:35][C@H:34]([NH:30][C:28]([O:27][C:23]([CH3:25])([CH3:24])[CH3:26])=[O:29])[CH3:33])[C:15]2[C:11]([CH:12]=1)=[CH:10][C:9]([O:8][CH2:1][C:2]1[CH:3]=[CH:4][CH:5]=[CH:6][CH:7]=1)=[CH:17][CH:16]=2)=[O:19])[CH3:22], predict the reactants needed to synthesize it. The reactants are: [CH2:1]([O:8][C:9]1[CH:10]=[C:11]2[C:15](=[CH:16][CH:17]=1)[NH:14][C:13]([C:18]([O:20][CH2:21][CH3:22])=[O:19])=[CH:12]2)[C:2]1[CH:7]=[CH:6][CH:5]=[CH:4][CH:3]=1.[C:23]([O:27][C:28]([N:30]1[C@H:34]([CH3:35])[CH2:33]OS1(=O)=O)=[O:29])([CH3:26])([CH3:25])[CH3:24].CC(C)([O-])C.[K+]. (5) The reactants are: [NH2:1][C:2]1[CH:7]=[CH:6][C:5]([CH:8]2[CH2:13][N:12]([CH3:14])[C:11](=[O:15])[N:10]([CH3:16])[CH2:9]2)=[CH:4][C:3]=1[C:17]1[CH2:23][CH2:22][CH2:21][CH2:20][CH2:19][CH:18]=1.[C:24]([C:26]1[N:27]=[C:28]([C:39](O)=[O:40])[N:29]([CH2:31][O:32][CH2:33][CH2:34][Si:35]([CH3:38])([CH3:37])[CH3:36])[CH:30]=1)#[N:25].[K+].C(C1N=C(C([O-])=O)N(COCC[Si](C)(C)C)C=1)#N. Given the product [C:17]1([C:3]2[CH:4]=[C:5]([CH:8]3[CH2:9][N:10]([CH3:16])[C:11](=[O:15])[N:12]([CH3:14])[CH2:13]3)[CH:6]=[CH:7][C:2]=2[NH:1][C:39]([C:28]2[N:29]([CH2:31][O:32][CH2:33][CH2:34][Si:35]([CH3:38])([CH3:37])[CH3:36])[CH:30]=[C:26]([C:24]#[N:25])[N:27]=2)=[O:40])[CH2:23][CH2:22][CH2:21][CH2:20][CH2:19][CH:18]=1, predict the reactants needed to synthesize it. (6) Given the product [F:2][C:3]1[CH:8]=[CH:7][C:6]([CH:9]([C:17]2[CH:18]=[CH:19][C:20]([F:23])=[CH:21][CH:22]=2)[CH:10]2[C:15](=[O:16])[CH2:14][CH2:13][N:12]([CH2:28][C:27]3[CH:30]=[C:31]([O:34][CH3:35])[CH:32]=[CH:33][C:26]=3[O:25][CH3:24])[CH2:11]2)=[CH:5][CH:4]=1, predict the reactants needed to synthesize it. The reactants are: Cl.[F:2][C:3]1[CH:8]=[CH:7][C:6]([CH:9]([C:17]2[CH:22]=[CH:21][C:20]([F:23])=[CH:19][CH:18]=2)[CH:10]2[C:15](=[O:16])[CH2:14][CH2:13][NH:12][CH2:11]2)=[CH:5][CH:4]=1.[CH3:24][O:25][C:26]1[CH:33]=[CH:32][C:31]([O:34][CH3:35])=[CH:30][C:27]=1[CH2:28]O.C(N(C(C)C)CC)(C)C.ClCCl. (7) The reactants are: C(C1C=C(OC)C(F)=C(C(O)C#N)C=1)C.[CH2:16]([O:18][C:19]1[C:20]([F:33])=[C:21]([CH:27]([OH:32])[C:28]([O:30][CH3:31])=[O:29])[CH:22]=[C:23]([CH2:25][CH3:26])[CH:24]=1)C. Given the product [CH2:25]([C:23]1[CH:24]=[C:19]([O:18][CH3:16])[C:20]([F:33])=[C:21]([CH:27]([OH:32])[C:28]([O:30][CH3:31])=[O:29])[CH:22]=1)[CH3:26], predict the reactants needed to synthesize it.